From a dataset of Reaction yield outcomes from USPTO patents with 853,638 reactions. Predict the reaction yield, written as a fraction of the theoretical maximum amount of product (1.0 means a 100% yield; for example, 0.34 means a 34% yield). (1) The reactants are [O:1]1[CH2:6][CH2:5][CH2:4][CH2:3][CH:2]1[O:7][CH2:8][C:9]1[N:10]=[C:11]([C:16]2[CH:21]=[CH:20][CH:19]=[C:18]([C:22]([F:25])([F:24])[F:23])[CH:17]=2)[S:12][C:13]=1[CH:14]=[O:15].[BH4-].[Na+].O. The catalyst is O1CCCC1.C(O)C. The product is [O:1]1[CH2:6][CH2:5][CH2:4][CH2:3][CH:2]1[O:7][CH2:8][C:9]1[N:10]=[C:11]([C:16]2[CH:21]=[CH:20][CH:19]=[C:18]([C:22]([F:25])([F:23])[F:24])[CH:17]=2)[S:12][C:13]=1[CH2:14][OH:15]. The yield is 0.920. (2) The reactants are [CH3:1][C:2]1[NH:6][C:5]2[C:7]([C:17]([O:19]C)=[O:18])=[CH:8][C:9]([N:11]3[CH2:16][CH2:15][O:14][CH2:13][CH2:12]3)=[CH:10][C:4]=2[N:3]=1.[CH3:21][C:22]1[C:29]([CH3:30])=[CH:28][CH:27]=[CH:26][C:23]=1[CH2:24]Br.C(=O)([O-])[O-].[K+].[K+].[OH-].[Li+]. The catalyst is CN(C)C=O.O1CCCC1.O. The product is [CH3:21][C:22]1[C:29]([CH3:30])=[CH:28][CH:27]=[CH:26][C:23]=1[CH2:24][N:3]1[C:4]2[CH:10]=[C:9]([N:11]3[CH2:16][CH2:15][O:14][CH2:13][CH2:12]3)[CH:8]=[C:7]([C:17]([OH:19])=[O:18])[C:5]=2[N:6]=[C:2]1[CH3:1]. The yield is 0.200. (3) The reactants are [CH3:1][O:2][C:3]1[CH:8]=[CH:7][CH:6]=[C:5]([CH3:9])[C:4]=1[NH2:10].[Br:11]N1C(=O)CCC1=O. The catalyst is C(#N)C. The product is [Br:11][C:7]1[CH:6]=[C:5]([CH3:9])[C:4]([NH2:10])=[C:3]([O:2][CH3:1])[CH:8]=1. The yield is 0.260. (4) The reactants are [CH3:1][O:2][C:3]([NH:5][NH2:6])=[O:4].C(O)(=O)C.O.[CH3:12][C:13]([CH3:15])=O. No catalyst specified. The product is [CH3:1][O:2][C:3]([NH:5][N:6]=[C:13]([CH3:15])[CH3:12])=[O:4]. The yield is 0.890. (5) The reactants are [F:1][C:2]([F:17])([F:16])[C:3]1[C:7]2[CH:8]=[CH:9][C:10]([OH:15])=[C:11]([CH2:12][CH2:13][CH3:14])[C:6]=2[O:5][N:4]=1.[Br:18][CH2:19][CH2:20]Br.[OH-].[Na+]. The catalyst is O. The product is [Br:18][CH2:19][CH2:20][O:15][C:10]1[CH:9]=[CH:8][C:7]2[C:3]([C:2]([F:1])([F:16])[F:17])=[N:4][O:5][C:6]=2[C:11]=1[CH2:12][CH2:13][CH3:14]. The yield is 0.380. (6) The reactants are C[O:2][C:3](=[O:25])[C:4]1[CH:9]=[CH:8][C:7]([O:10][CH2:11][C:12]2[C:13]([C:18]3[CH:23]=[CH:22][CH:21]=[C:20]([F:24])[CH:19]=3)=[N:14][O:15][C:16]=2[CH3:17])=[N:6][CH:5]=1.C(OC(=O)CN1CCCC(NC(C2C=NC(OCC3C(C4C=CC=CC=4)=NOC=3C)=CC=2)=O)C1)C. No catalyst specified. The product is [F:24][C:20]1[CH:19]=[C:18]([C:13]2[C:12]([CH2:11][O:10][C:7]3[CH:8]=[CH:9][C:4]([C:3]([OH:25])=[O:2])=[CH:5][N:6]=3)=[C:16]([CH3:17])[O:15][N:14]=2)[CH:23]=[CH:22][CH:21]=1. The yield is 0.950. (7) The reactants are Cl.[I:2][C:3]1[CH:15]=[CH:14][C:6]([O:7][CH:8]2[CH2:13][CH2:12][NH:11][CH2:10][CH2:9]2)=[CH:5][CH:4]=1.[BH-](OC(C)=O)(OC(C)=O)OC(C)=O.[Na+].C[CH2:31][O:32][C:33]([CH3:35])=O. The catalyst is CC(O)=O. The product is [I:2][C:3]1[CH:15]=[CH:14][C:6]([O:7][CH:8]2[CH2:9][CH2:10][N:11]([CH:35]3[CH2:31][O:32][CH2:33]3)[CH2:12][CH2:13]2)=[CH:5][CH:4]=1. The yield is 0.830. (8) The reactants are [Br:1][C:2]1[C:3]([O:13][CH3:14])=[C:4]([C:8]2[NH:12][CH:11]=[N:10][CH:9]=2)[CH:5]=[CH:6][CH:7]=1.[H-].[Na+].[CH3:17][Si:18]([CH2:21][CH2:22][O:23][CH2:24]Cl)([CH3:20])[CH3:19]. No catalyst specified. The product is [Br:1][C:2]1[C:3]([O:13][CH3:14])=[C:4]([C:8]2[N:12]([CH2:24][O:23][CH2:22][CH2:21][Si:18]([CH3:20])([CH3:19])[CH3:17])[CH:11]=[N:10][CH:9]=2)[CH:5]=[CH:6][CH:7]=1. The yield is 0.600. (9) The reactants are [CH2:1]([C:5]1[N:9]([CH2:10][C:11]2[CH:16]=[CH:15][C:14]([C:17]3[C:18]([C:23]#[N:24])=[CH:19][CH:20]=[CH:21][CH:22]=3)=[CH:13][CH:12]=2)[C:8](=[O:25])[NH:7][N:6]=1)[CH2:2][CH2:3][CH3:4].[C:26]1(B(O)O)[CH:31]=[CH:30][CH:29]=[CH:28][CH:27]=1.C(N(CC)CC)C.N1C=CC=CC=1. The catalyst is C([O-])(=O)C.[Cu+2].C([O-])(=O)C.C(OCC)(=O)C.C(Cl)Cl. The product is [CH2:1]([C:5]1[N:9]([CH2:10][C:11]2[CH:16]=[CH:15][C:14]([C:17]3[C:18]([C:23]#[N:24])=[CH:19][CH:20]=[CH:21][CH:22]=3)=[CH:13][CH:12]=2)[C:8](=[O:25])[N:7]([C:26]2[CH:31]=[CH:30][CH:29]=[CH:28][CH:27]=2)[N:6]=1)[CH2:2][CH2:3][CH3:4]. The yield is 0.570. (10) The reactants are [CH3:1][C:2]([C:4]1[CH:9]=[C:8]([O:10][CH3:11])[C:7]([O:12][CH3:13])=[C:6]([O:14][CH3:15])[CH:5]=1)=[O:3].[C:16]1([NH:22][C:23]2[N:30]=[CH:29][CH:28]=[CH:27][C:24]=2[CH:25]=O)[CH:21]=[CH:20][CH:19]=[CH:18][CH:17]=1.Cl. The catalyst is CO. The product is [C:16]1([NH:22][C:23]2[C:24](/[CH:25]=[CH:1]/[C:2]([C:4]3[CH:5]=[C:6]([O:14][CH3:15])[C:7]([O:12][CH3:13])=[C:8]([O:10][CH3:11])[CH:9]=3)=[O:3])=[CH:27][CH:28]=[CH:29][N:30]=2)[CH:21]=[CH:20][CH:19]=[CH:18][CH:17]=1. The yield is 0.920.